This data is from Forward reaction prediction with 1.9M reactions from USPTO patents (1976-2016). The task is: Predict the product of the given reaction. (1) Given the reactants [NH2:1][C@@H:2]([C@@H:38]([C:45]1[CH:50]=[CH:49][C:48]([O:51][CH3:52])=[C:47]([Cl:53])[CH:46]=1)[C:39]1[CH:44]=[CH:43][CH:42]=[CH:41][CH:40]=1)[C:3]([NH:5][C:6]1[CH:36]=[CH:35][CH:34]=[C:33]([F:37])[C:7]=1[CH2:8][CH2:9][C@H:10]1[O:15][CH2:14][C@@H:13]([CH2:16][O:17][C:18](=[O:25])[NH:19][CH2:20][C:21]([F:24])([F:23])[F:22])[N:12]([C:26]([O:28][C:29]([CH3:32])([CH3:31])[CH3:30])=[O:27])[CH2:11]1)=[O:4].C(N(CC)CC)C.Cl[C:62]([O:64][CH3:65])=[O:63], predict the reaction product. The product is: [Cl:53][C:47]1[CH:46]=[C:45]([C@@H:38]([C:39]2[CH:40]=[CH:41][CH:42]=[CH:43][CH:44]=2)[C@H:2]([NH:1][C:62]([O:64][CH3:65])=[O:63])[C:3]([NH:5][C:6]2[CH:36]=[CH:35][CH:34]=[C:33]([F:37])[C:7]=2[CH2:8][CH2:9][C@H:10]2[O:15][CH2:14][C@@H:13]([CH2:16][O:17][C:18](=[O:25])[NH:19][CH2:20][C:21]([F:24])([F:23])[F:22])[N:12]([C:26]([O:28][C:29]([CH3:31])([CH3:32])[CH3:30])=[O:27])[CH2:11]2)=[O:4])[CH:50]=[CH:49][C:48]=1[O:51][CH3:52]. (2) Given the reactants [C:1]1([CH:7]([C:35]2[CH:40]=[CH:39][CH:38]=[CH:37][CH:36]=2)[N:8]2[C:16]3[C:11](=[CH:12][CH:13]=[CH:14][CH:15]=3)[C:10]3([C:20]4[CH:21]=[C:22](B5OC(C)(C)C(C)(C)O5)[CH:23]=[CH:24][C:19]=4[O:18][CH2:17]3)[C:9]2=O)[CH:6]=[CH:5][CH:4]=[CH:3][CH:2]=1.[OH:41]O.[OH-].[Na+], predict the reaction product. The product is: [C:1]1([CH:7]([C:35]2[CH:36]=[CH:37][CH:38]=[CH:39][CH:40]=2)[N:8]2[C:16]3[C:11](=[CH:12][CH:13]=[CH:14][CH:15]=3)[C:10]3([C:20]4[CH:21]=[C:22]([OH:41])[CH:23]=[CH:24][C:19]=4[O:18][CH2:17]3)[CH2:9]2)[CH:2]=[CH:3][CH:4]=[CH:5][CH:6]=1. (3) Given the reactants [C:1]([O:5][C:6]([N:8]1[C:16]2[C:11](=[CH:12][CH:13]=[CH:14][CH:15]=2)[CH2:10][C@H:9]1[C:17]([OH:19])=[O:18])=[O:7])([CH3:4])([CH3:3])[CH3:2].Br[CH2:21][C:22]([C:24]1[CH:29]=[CH:28][C:27]([Br:30])=[CH:26][CH:25]=1)=[O:23].CCN(CC)CC, predict the reaction product. The product is: [N:8]1([C:6]([O:5][C:1]([CH3:4])([CH3:2])[CH3:3])=[O:7])[C:16]2[C:11](=[CH:12][CH:13]=[CH:14][CH:15]=2)[CH2:10][C@H:9]1[C:17]([O:19][CH2:21][C:22]([C:24]1[CH:29]=[CH:28][C:27]([Br:30])=[CH:26][CH:25]=1)=[O:23])=[O:18]. (4) Given the reactants [Cl:1][C:2]1[CH:11]=[CH:10][C:5]([C:6]([O:8][CH3:9])=[O:7])=[C:4]([NH:12][CH2:13][CH2:14][CH2:15][OH:16])[C:3]=1[NH:17][C:18](=S)[NH:19][C:20]1[CH:25]=[CH:24][C:23]([Cl:26])=[CH:22][C:21]=1[Cl:27].Cl.C(N=C=NCCCN(C)C)C.C(N(CC)CC)C, predict the reaction product. The product is: [Cl:1][C:2]1[C:3]2[N:17]=[C:18]([NH:19][C:20]3[CH:25]=[CH:24][C:23]([Cl:26])=[CH:22][C:21]=3[Cl:27])[N:12]([CH2:13][CH2:14][CH2:15][OH:16])[C:4]=2[C:5]([C:6]([O:8][CH3:9])=[O:7])=[CH:10][CH:11]=1. (5) The product is: [NH:1]1[C:2]2[CH2:7][CH2:6][CH2:5][CH2:4][C:3]=2[C:8](=[O:9])[O:10][C:11]1=[O:21]. Given the reactants [NH2:1][C:2]1[CH2:7][CH2:6][CH2:5][CH2:4][C:3]=1[C:8]([O:10][CH2:11]C)=[O:9].C(C(CC)CNC1N=CC=CC=1C(OCC)=[O:21])C, predict the reaction product. (6) Given the reactants [CH3:1][O:2][C:3]1[CH:8]=[CH:7][C:6]([S:9]([N:12]2[CH2:17][CH2:16][N:15]([C:18](=[S:20])[NH2:19])[CH2:14][CH2:13]2)(=[O:11])=[O:10])=[CH:5][CH:4]=1.C([O-])(O)=O.[Na+].Cl[CH2:27][C:28](=O)[CH2:29][C:30]1[S:31][CH:32]=[CH:33][CH:34]=1.N, predict the reaction product. The product is: [CH3:1][O:2][C:3]1[CH:4]=[CH:5][C:6]([S:9]([N:12]2[CH2:13][CH2:14][N:15]([C:18]3[S:20][CH:27]=[C:28]([CH2:29][C:30]4[S:31][CH:32]=[CH:33][CH:34]=4)[N:19]=3)[CH2:16][CH2:17]2)(=[O:10])=[O:11])=[CH:7][CH:8]=1. (7) The product is: [F:18][C:19]([F:30])([F:29])[C:20]1[CH:25]=[CH:24][C:23]([C:2]2[CH:7]=[CH:6][CH:5]=[CH:4][C:3]=2[C:8]2[CH:13]=[CH:12][C:11]([S:14]([CH3:17])(=[O:16])=[O:15])=[CH:10][CH:9]=2)=[CH:22][CH:21]=1. Given the reactants Br[C:2]1[CH:7]=[CH:6][CH:5]=[CH:4][C:3]=1[C:8]1[CH:13]=[CH:12][C:11]([S:14]([CH3:17])(=[O:16])=[O:15])=[CH:10][CH:9]=1.[F:18][C:19]([F:30])([F:29])[C:20]1[CH:25]=[CH:24][C:23](B(O)O)=[CH:22][CH:21]=1, predict the reaction product. (8) Given the reactants [CH3:1][O:2][C:3]1[C:12]([NH:13][C:14](=[O:18])OCC)=[N:11][C:10]2[C:5](=[CH:6][C:7]([CH3:20])=[C:8]([CH3:19])[CH:9]=2)[N:4]=1.[CH3:21][C:22]1[CH:23]=[C:24]([N:28]2[CH2:33][CH2:32][NH:31][CH2:30][CH2:29]2)[CH:25]=[CH:26][CH:27]=1, predict the reaction product. The product is: [CH3:1][O:2][C:3]1[C:12]([NH:13][C:14]([N:31]2[CH2:32][CH2:33][N:28]([C:24]3[CH:25]=[CH:26][CH:27]=[C:22]([CH3:21])[CH:23]=3)[CH2:29][CH2:30]2)=[O:18])=[N:11][C:10]2[C:5](=[CH:6][C:7]([CH3:20])=[C:8]([CH3:19])[CH:9]=2)[N:4]=1. (9) Given the reactants [Cl:1][C:2]1[CH:8]=[C:7]([O:9][C:10]2[C:11]3[N:18]([CH3:19])[CH:17]=[CH:16][C:12]=3[N:13]=[CH:14][N:15]=2)[CH:6]=[CH:5][C:3]=1[NH2:4].C(N(CC)CC)C.[O:27]([C:34]1[CH:35]=[C:36]([N:40]=[C:41]=[O:42])[CH:37]=[CH:38][CH:39]=1)[C:28]1[CH:33]=[CH:32][CH:31]=[CH:30][CH:29]=1, predict the reaction product. The product is: [Cl:1][C:2]1[CH:8]=[C:7]([O:9][C:10]2[C:11]3[N:18]([CH3:19])[CH:17]=[CH:16][C:12]=3[N:13]=[CH:14][N:15]=2)[CH:6]=[CH:5][C:3]=1[NH:4][C:41]([NH:40][C:36]1[CH:37]=[CH:38][CH:39]=[C:34]([O:27][C:28]2[CH:33]=[CH:32][CH:31]=[CH:30][CH:29]=2)[CH:35]=1)=[O:42]. (10) Given the reactants [H-].[Na+].[CH2:3]([OH:10])[C:4]1[CH:9]=[CH:8][CH:7]=[CH:6][CH:5]=1.Cl[C:12]1[C:17]([S:18]([N:21]2[CH2:42][CH2:41][C:24]3([C:28](=[O:29])[N:27]([C:30]4[CH:35]=[CH:34][C:33]([O:36][C:37]([F:40])([F:39])[F:38])=[CH:32][CH:31]=4)[CH2:26][CH2:25]3)[CH2:23][CH2:22]2)(=[O:20])=[O:19])=[CH:16][CH:15]=[CH:14][N:13]=1, predict the reaction product. The product is: [CH2:3]([O:10][C:12]1[C:17]([S:18]([N:21]2[CH2:22][CH2:23][C:24]3([C:28](=[O:29])[N:27]([C:30]4[CH:31]=[CH:32][C:33]([O:36][C:37]([F:38])([F:39])[F:40])=[CH:34][CH:35]=4)[CH2:26][CH2:25]3)[CH2:41][CH2:42]2)(=[O:20])=[O:19])=[CH:16][CH:15]=[CH:14][N:13]=1)[C:4]1[CH:9]=[CH:8][CH:7]=[CH:6][CH:5]=1.